The task is: Predict the reactants needed to synthesize the given product.. This data is from Full USPTO retrosynthesis dataset with 1.9M reactions from patents (1976-2016). (1) The reactants are: Cl.Cl.Cl.[O:4]1[C:12]2[CH:11]=[CH:10][N:9]=[C:8]([N:13]3[CH2:18][CH2:17][N:16]([CH2:19][CH2:20][C@H:21]4[CH2:26][CH2:25][C@H:24]([NH2:27])[CH2:23][CH2:22]4)[CH2:15][CH2:14]3)[C:7]=2[CH2:6][CH2:5]1.[CH2:28]([S:30](Cl)(=[O:32])=[O:31])[CH3:29]. Given the product [O:4]1[C:12]2[CH:11]=[CH:10][N:9]=[C:8]([N:13]3[CH2:18][CH2:17][N:16]([CH2:19][CH2:20][C@H:21]4[CH2:26][CH2:25][C@H:24]([NH:27][S:30]([CH2:28][CH3:29])(=[O:32])=[O:31])[CH2:23][CH2:22]4)[CH2:15][CH2:14]3)[C:7]=2[CH2:6][CH2:5]1, predict the reactants needed to synthesize it. (2) Given the product [NH:17]1[C:18]2[C:14](=[CH:13][C:12]([NH:11][C:8]3[CH:7]=[CH:6][N:5]=[C:4]4[CH:3]=[C:2]([C:26]5[CH:31]=[CH:30][CH:29]=[CH:28][N:27]=5)[S:10][C:9]=34)=[CH:20][CH:19]=2)[CH:15]=[CH:16]1, predict the reactants needed to synthesize it. The reactants are: Br[C:2]1[S:10][C:9]2[C:4](=[N:5][CH:6]=[CH:7][C:8]=2[NH:11][C:12]2[CH:13]=[C:14]3[C:18](=[CH:19][CH:20]=2)[NH:17][CH:16]=[CH:15]3)[CH:3]=1.C([Sn](CCCC)(CCCC)[C:26]1[CH:31]=[CH:30][CH:29]=[CH:28][N:27]=1)CCC. (3) Given the product [NH2:27][C:23]1[N:22]=[C:21]([NH2:28])[C:20]2[C:25](=[CH:26][C:17]([N:4]3[C:5]4[CH2:6][C:7]([CH3:13])([CH3:12])[CH2:8][C:9](=[O:11])[C:10]=4[C:2]([CH3:1])=[CH:3]3)=[CH:18][CH:19]=2)[N:24]=1, predict the reactants needed to synthesize it. The reactants are: [CH3:1][C:2]1[C:10]2[C:9](=[O:11])[CH2:8][C:7]([CH3:13])([CH3:12])[CH2:6][C:5]=2[NH:4][CH:3]=1.[H-].[Na+].F[C:17]1[CH:26]=[C:25]2[C:20]([C:21]([NH2:28])=[N:22][C:23]([NH2:27])=[N:24]2)=[CH:19][CH:18]=1.C([O-])(O)=O.[Na+]. (4) Given the product [F:21][C:20]([F:23])([F:22])[C:17]1[N:15]2[N:16]=[C:11]([N:25]3[CH2:30][CH2:29][CH:28]([C:31]4[CH:32]=[CH:33][C:34]([OH:37])=[CH:35][CH:36]=4)[CH2:27][CH2:26]3)[CH:12]=[CH:13][C:14]2=[N:19][N:18]=1, predict the reactants needed to synthesize it. The reactants are: CCN(C(C)C)C(C)C.Cl[C:11]1[CH:12]=[CH:13][C:14]2[N:15]([C:17]([C:20]([F:23])([F:22])[F:21])=[N:18][N:19]=2)[N:16]=1.Cl.[NH:25]1[CH2:30][CH2:29][CH:28]([C:31]2[CH:36]=[CH:35][C:34]([OH:37])=[CH:33][CH:32]=2)[CH2:27][CH2:26]1. (5) Given the product [CH3:13][O:14][C:15]1[CH:16]=[C:17]([CH:18]2[CH2:49][C:50]([CH3:52])([CH3:51])[C:7]3[C:8](=[CH:9][CH:10]=[C:5]([C:4]([NH:55][S:25]([CH3:28])(=[O:26])=[O:24])=[O:12])[CH:6]=3)[NH:11]2)[CH:20]=[CH:21][CH:22]=1, predict the reactants needed to synthesize it. The reactants are: C(O[C:4](=[O:12])[C:5]1[CH:10]=[CH:9][C:8]([NH2:11])=[CH:7][CH:6]=1)C.[CH3:13][O:14][C:15]1[CH:16]=[C:17]([CH:20]=[CH:21][CH:22]=1)[CH:18]=O.O.[O-:24][S:25]([C:28](F)(F)F)(=O)=[O:26].[Yb+3].[O-:24][S:25]([C:28](F)(F)F)(=O)=[O:26].[O-:24][S:25]([C:28](F)(F)F)(=O)=[O:26].[CH2:49]=[C:50]([CH3:52])[CH3:51].C(#[N:55])C. (6) Given the product [F:1][C:2]1[CH:3]=[CH:4][C:5]([O:6][C:7]2[C:8]([C:9]([NH:23][CH2:24][C:25]3[CH:26]=[CH:27][C:28]([C:29]([O:31][CH3:32])=[O:30])=[CH:33][CH:34]=3)=[O:10])=[CH:12][C:13]([C:16]([F:19])([F:17])[F:18])=[CH:14][N:15]=2)=[CH:20][CH:21]=1, predict the reactants needed to synthesize it. The reactants are: [F:1][C:2]1[CH:21]=[CH:20][C:5]([O:6][C:7]2[N:15]=[CH:14][C:13]([C:16]([F:19])([F:18])[F:17])=[CH:12][C:8]=2[C:9](O)=[O:10])=[CH:4][CH:3]=1.Cl.[NH2:23][CH2:24][C:25]1[CH:34]=[CH:33][C:28]([C:29]([O:31][CH3:32])=[O:30])=[CH:27][CH:26]=1. (7) Given the product [F:1][C:2]1[CH:18]=[C:17]([CH:16]=[CH:15][C:3]=1[O:4][C:5]1[C:6]2[N:13]([CH3:14])[CH:12]=[CH:11][C:7]=2[N:8]=[CH:9][N:10]=1)[NH2:19], predict the reactants needed to synthesize it. The reactants are: [F:1][C:2]1[CH:18]=[C:17]([N+:19]([O-])=O)[CH:16]=[CH:15][C:3]=1[O:4][C:5]1[C:6]2[N:13]([CH3:14])[CH:12]=[CH:11][C:7]=2[N:8]=[CH:9][N:10]=1.[Cl-].[NH4+]. (8) The reactants are: [C:1](OC)([O:5][CH3:6])([O:3]C)[CH3:2].[C:9]1([CH:15](O)[C:16]([CH3:18])=[CH2:17])[CH:14]=[CH:13][CH:12]=[CH:11][CH:10]=1.C(O)(=O)CC. Given the product [CH3:17]/[C:16](=[CH:15]\[C:9]1[CH:14]=[CH:13][CH:12]=[CH:11][CH:10]=1)/[CH2:18][CH2:2][C:1]([O:5][CH3:6])=[O:3], predict the reactants needed to synthesize it. (9) Given the product [C:33]([N:40]1[CH2:41][CH2:42][CH2:43][CH2:44][CH:45]1/[CH:2]=[CH:3]\[CH2:4][CH2:5][CH2:6][CH2:7][CH3:8])([O:35][C:36]([CH3:39])([CH3:38])[CH3:37])=[O:34], predict the reactants needed to synthesize it. The reactants are: [Br-].[CH2:2]([P+](C1C=CC=CC=1)(C1C=CC=CC=1)C1C=CC=CC=1)[CH2:3][CH2:4][CH2:5][CH2:6][CH2:7][CH3:8].[Li]CCCC.[C:33]([N:40]1[CH2:45][CH2:44][CH2:43][CH2:42][CH:41]1C=O)([O:35][C:36]([CH3:39])([CH3:38])[CH3:37])=[O:34].CCOC(C)=O.CCCCCC.